This data is from Retrosynthesis with 50K atom-mapped reactions and 10 reaction types from USPTO. The task is: Predict the reactants needed to synthesize the given product. (1) Given the product O=C(O)CC(NS(=O)(=O)c1cccc(-c2cccc(Nc3nccs3)c2)c1)c1ccccc1, predict the reactants needed to synthesize it. The reactants are: CCOC(=O)CC(NS(=O)(=O)c1cccc(-c2cccc(Nc3nccs3)c2)c1)c1ccccc1. (2) The reactants are: CC(C)(C)OC(=O)N1CCC(n2cnc(-c3ccccc3)c2)CC1. Given the product c1ccc(-c2cn(C3CCNCC3)cn2)cc1, predict the reactants needed to synthesize it.